Dataset: CYP2D6 inhibition data for predicting drug metabolism from PubChem BioAssay. Task: Regression/Classification. Given a drug SMILES string, predict its absorption, distribution, metabolism, or excretion properties. Task type varies by dataset: regression for continuous measurements (e.g., permeability, clearance, half-life) or binary classification for categorical outcomes (e.g., BBB penetration, CYP inhibition). Dataset: cyp2d6_veith. (1) The molecule is CCOc1ccc(NC(=O)c2oc3ccccc3c2NC(=O)CC)cc1. The result is 0 (non-inhibitor). (2) The molecule is COC(=O)[C@@]1(Cc2ccc(F)cc2)[C@H]2c3cc(C(=O)N(C)C)n(Cc4ccccn4)c3C[C@H]2CN1C(=O)c1ccccc1. The result is 0 (non-inhibitor).